From a dataset of Forward reaction prediction with 1.9M reactions from USPTO patents (1976-2016). Predict the product of the given reaction. (1) Given the reactants [CH:1]1([C:4]2[N:9]=[C:8]3[N:10]([CH2:13][CH2:14][NH:15]C(=O)OC(C)(C)C)[N:11]=[CH:12][C:7]3=[C:6]([C:23]([NH:25][CH2:26][C:27]3[C:28](=[O:35])[NH:29][C:30]([CH3:34])=[CH:31][C:32]=3[CH3:33])=[O:24])[CH:5]=2)[CH2:3][CH2:2]1.FC(F)(F)C(O)=O, predict the reaction product. The product is: [NH2:15][CH2:14][CH2:13][N:10]1[C:8]2[N:9]=[C:4]([CH:1]3[CH2:2][CH2:3]3)[CH:5]=[C:6]([C:23]([NH:25][CH2:26][C:27]3[C:28](=[O:35])[NH:29][C:30]([CH3:34])=[CH:31][C:32]=3[CH3:33])=[O:24])[C:7]=2[CH:12]=[N:11]1. (2) Given the reactants [Si:1]([O:8][CH2:9][C:10]1[C:11](Cl)=[N:12][C:13]([CH2:16][C:17]2[C:22]([F:23])=[CH:21][CH:20]=[CH:19][C:18]=2[F:24])=[CH:14][CH:15]=1)([C:4]([CH3:7])([CH3:6])[CH3:5])([CH3:3])[CH3:2].[F:26][C:27]1[CH:32]=[C:31]([F:33])[CH:30]=[CH:29][C:28]=1B(O)O.C([O-])([O-])=O.[Na+].[Na+], predict the reaction product. The product is: [Si:1]([O:8][CH2:9][C:10]1[C:11]([C:30]2[CH:29]=[CH:28][C:27]([F:26])=[CH:32][C:31]=2[F:33])=[N:12][C:13]([CH2:16][C:17]2[C:22]([F:23])=[CH:21][CH:20]=[CH:19][C:18]=2[F:24])=[CH:14][CH:15]=1)([C:4]([CH3:7])([CH3:6])[CH3:5])([CH3:3])[CH3:2]. (3) Given the reactants [C:1]([O:5][C:6]([NH:8][CH:9]1[CH2:12][C:11](=[CH:13][C:14]([O:16][CH2:17][CH3:18])=[O:15])[CH2:10]1)=[O:7])([CH3:4])([CH3:3])[CH3:2], predict the reaction product. The product is: [C:1]([O:5][C:6]([NH:8][CH:9]1[CH2:10][CH:11]([CH2:13][C:14]([O:16][CH2:17][CH3:18])=[O:15])[CH2:12]1)=[O:7])([CH3:4])([CH3:3])[CH3:2]. (4) Given the reactants [Br:1][C:2]1[CH:7]=[CH:6][CH:5]=[CH:4][C:3]=1[CH:8]([F:10])[F:9].[Br:11]N1C(=O)CCC1=O, predict the reaction product. The product is: [Br:1][C:2]1[CH:7]=[CH:6][CH:5]=[CH:4][C:3]=1[C:8]([Br:11])([F:10])[F:9]. (5) Given the reactants [Br:1][C:2]1[C:3](F)=[N:4][CH:5]=[CH:6][CH:7]=1.[CH3:9][C:10]([CH3:13])([O-:12])[CH3:11].[K+], predict the reaction product. The product is: [Br:1][C:2]1[C:3]([O:12][C:10]([CH3:13])([CH3:11])[CH3:9])=[N:4][CH:5]=[CH:6][CH:7]=1. (6) The product is: [CH2:17]([O:19][C:20]1[CH:25]=[CH:24][C:23]([CH2:26][C:27]([N:7]([CH2:6][C:5]2[CH:4]=[CH:3][C:2]([F:1])=[CH:16][CH:15]=2)[CH:8]2[CH2:9][CH2:10][N:11]([CH3:14])[CH2:12][CH2:13]2)=[O:28])=[CH:22][CH:21]=1)[CH3:18]. Given the reactants [F:1][C:2]1[CH:16]=[CH:15][C:5]([CH2:6][NH:7][CH:8]2[CH2:13][CH2:12][N:11]([CH3:14])[CH2:10][CH2:9]2)=[CH:4][CH:3]=1.[CH2:17]([O:19][C:20]1[CH:25]=[CH:24][C:23]([CH2:26][C:27](Cl)=[O:28])=[CH:22][CH:21]=1)[CH3:18].Cl.CCCCCCC, predict the reaction product. (7) Given the reactants [CH:1]1([C:4]2[CH:5]=[CH:6][C:7]([C:15]([OH:17])=O)=[N:8][C:9]=2[O:10][CH2:11][CH:12]2[CH2:14][CH2:13]2)[CH2:3][CH2:2]1.[NH2:18][C@@H:19]([CH2:24][CH:25]1[CH2:27][CH2:26]1)[C:20]([CH3:23])([OH:22])[CH3:21], predict the reaction product. The product is: [CH:25]1([CH2:24][C@H:19]([NH:18][C:15]([C:7]2[CH:6]=[CH:5][C:4]([CH:1]3[CH2:2][CH2:3]3)=[C:9]([O:10][CH2:11][CH:12]3[CH2:13][CH2:14]3)[N:8]=2)=[O:17])[C:20]([OH:22])([CH3:23])[CH3:21])[CH2:27][CH2:26]1. (8) Given the reactants [Cl:1][C:2]1[CH:11]=[C:10]2[C:5]([C:6]([C:28]3[CH:29]=[C:30](/[CH:34]=[CH:35]/[C:36]([OH:38])=O)[CH:31]=[CH:32][CH:33]=3)=[C:7]([CH2:13][C:14]([NH:16][C:17]3[CH:22]=[CH:21][C:20]([F:23])=[CH:19][C:18]=3[C:24]([F:27])([F:26])[F:25])=[O:15])[C:8](=[O:12])[O:9]2)=[CH:4][C:3]=1[CH3:39].C(N1C=CN=C1)(N1C=CN=C1)=O.[CH3:52][S:53]([NH2:56])(=[O:55])=[O:54].C1CCN2C(=NCCC2)CC1.Cl, predict the reaction product. The product is: [Cl:1][C:2]1[CH:11]=[C:10]2[C:5]([C:6]([C:28]3[CH:29]=[C:30](/[CH:34]=[CH:35]/[C:36]([NH:56][S:53]([CH3:52])(=[O:55])=[O:54])=[O:38])[CH:31]=[CH:32][CH:33]=3)=[C:7]([CH2:13][C:14]([NH:16][C:17]3[CH:22]=[CH:21][C:20]([F:23])=[CH:19][C:18]=3[C:24]([F:26])([F:27])[F:25])=[O:15])[C:8](=[O:12])[O:9]2)=[CH:4][C:3]=1[CH3:39]. (9) Given the reactants C(OC([NH:8][CH2:9][C:10]([NH:12][C:13]1[CH:22]=[CH:21][C:16]([C:17]([O:19][CH3:20])=[O:18])=[CH:15][C:14]=1Cl)=[O:11])=O)(C)(C)C.[C:24]([OH:30])([C:26]([F:29])([F:28])[F:27])=[O:25], predict the reaction product. The product is: [F:27][C:26]([F:29])([F:28])[C:24]([OH:30])=[O:25].[NH2:8][CH2:9][C:10]([NH:12][C:13]1[CH:22]=[CH:21][C:16]([C:17]([O:19][CH3:20])=[O:18])=[CH:15][C:14]=1[F:27])=[O:11]. (10) The product is: [Cl:30][CH2:2][C:3]1[N:8]=[C:7]([C:9]([N:11]2[CH2:16][CH2:15][O:14][CH2:13][CH2:12]2)=[O:10])[CH:6]=[CH:5][CH:4]=1. Given the reactants O[CH2:2][C:3]1[N:8]=[C:7]([C:9]([N:11]2[CH2:16][CH2:15][O:14][CH2:13][CH2:12]2)=[O:10])[CH:6]=[CH:5][CH:4]=1.C(N(C(C)C)CC)(C)C.CS([Cl:30])(=O)=O, predict the reaction product.